Dataset: Full USPTO retrosynthesis dataset with 1.9M reactions from patents (1976-2016). Task: Predict the reactants needed to synthesize the given product. (1) Given the product [Br:14][C:2]1[CH:7]=[CH:6][CH:5]=[C:4]([C:8]2[CH:13]=[CH:12][CH:11]=[CH:10][CH:9]=2)[N:3]=1, predict the reactants needed to synthesize it. The reactants are: N[C:2]1[CH:7]=[CH:6][CH:5]=[C:4]([C:8]2[CH:13]=[CH:12][CH:11]=[CH:10][CH:9]=2)[N:3]=1.[Br:14]Br.N([O-])=O.[Na+]. (2) Given the product [CH2:2]([C:5]1[C:11]([OH:13])=[N:21][CH:20]=[N:22][C:6]=1[OH:7])[CH:3]=[CH2:4], predict the reactants needed to synthesize it. The reactants are: [Na].[CH2:2]([CH:5]([C:11]([O:13]CC)=O)[C:6](OCC)=[O:7])[CH:3]=[CH2:4].C(O)(=O)C.[CH:20]([NH2:22])=[NH:21]. (3) Given the product [OH:1][C:2]1[C:11]([CH:34]=[O:36])=[C:10]2[C:5]([C:6](=[O:23])[C:7]([CH3:22])=[C:8]([CH:12]3[CH2:17][CH2:16][N:15]([C:18](=[O:21])[CH2:19][CH3:20])[CH2:14][CH2:13]3)[O:9]2)=[CH:4][CH:3]=1, predict the reactants needed to synthesize it. The reactants are: [OH:1][C:2]1[CH:11]=[C:10]2[C:5]([C:6](=[O:23])[C:7]([CH3:22])=[C:8]([CH:12]3[CH2:17][CH2:16][N:15]([C:18](=[O:21])[CH2:19][CH3:20])[CH2:14][CH2:13]3)[O:9]2)=[CH:4][CH:3]=1.C1N2CN3CN(C2)CN1C3.[C:34](O)(=[O:36])C.